This data is from Peptide-MHC class II binding affinity with 134,281 pairs from IEDB. The task is: Regression. Given a peptide amino acid sequence and an MHC pseudo amino acid sequence, predict their binding affinity value. This is MHC class II binding data. The peptide sequence is AFKVIATAANAAPAN. The MHC is DRB1_0802 with pseudo-sequence DRB1_0802. The binding affinity (normalized) is 0.811.